From a dataset of Forward reaction prediction with 1.9M reactions from USPTO patents (1976-2016). Predict the product of the given reaction. (1) Given the reactants [F:1][C:2]([F:31])([F:30])[C:3]1[CH:4]=[CH:5][CH:6]=[C:7]2[C:12]=1[O:11][CH2:10][CH2:9][CH:8]2[NH:13][C:14]([NH:16][C:17]1[CH:25]=[CH:24][CH:23]=[C:22]2[C:18]=1[CH:19]=[N:20][N:21]2C(OC)=O)=[O:15].[OH-].[Na+], predict the reaction product. The product is: [NH:21]1[C:22]2[C:18](=[C:17]([NH:16][C:14]([NH:13][CH:8]3[C:7]4[C:12](=[C:3]([C:2]([F:1])([F:31])[F:30])[CH:4]=[CH:5][CH:6]=4)[O:11][CH2:10][CH2:9]3)=[O:15])[CH:25]=[CH:24][CH:23]=2)[CH:19]=[N:20]1. (2) Given the reactants [CH:1]([N:4]1[CH2:9][CH2:8][N:7]([C:10]([C:12]2[CH:13]=[C:14]3[C:18](=[CH:19][CH:20]=2)[NH:17][C:16]([C:21]([N:23]2[CH2:28][CH2:27][N:26]([C:29]([N:31]4[CH2:36][CH2:35][CH2:34][CH2:33][CH2:32]4)=[O:30])[CH2:25][CH2:24]2)=[O:22])=[CH:15]3)=[O:11])[CH2:6][CH2:5]1)([CH3:3])[CH3:2].[Cl:37][C:38]1[CH:43]=[C:42](B(O)O)[CH:41]=[CH:40][N:39]=1, predict the reaction product. The product is: [Cl:37][C:38]1[CH:43]=[C:42]([N:17]2[C:18]3[C:14](=[CH:13][C:12]([C:10]([N:7]4[CH2:6][CH2:5][N:4]([CH:1]([CH3:3])[CH3:2])[CH2:9][CH2:8]4)=[O:11])=[CH:20][CH:19]=3)[CH:15]=[C:16]2[C:21]([N:23]2[CH2:24][CH2:25][N:26]([C:29]([N:31]3[CH2:36][CH2:35][CH2:34][CH2:33][CH2:32]3)=[O:30])[CH2:27][CH2:28]2)=[O:22])[CH:41]=[CH:40][N:39]=1.